This data is from Forward reaction prediction with 1.9M reactions from USPTO patents (1976-2016). The task is: Predict the product of the given reaction. (1) Given the reactants [Cl:1][C:2]1[CH:3]=[C:4]2[C:8](=[C:9]([CH2:11][O:12][C:13]3[CH:18]=[CH:17][C:16]([CH2:19][CH2:20][C:21]([O:23]CC)=[O:22])=[C:15]([CH3:26])[C:14]=3[CH3:27])[CH:10]=1)[N:7]([CH3:28])[N:6]=[CH:5]2.[OH-].[K+].C1COCC1.Cl, predict the reaction product. The product is: [Cl:1][C:2]1[CH:3]=[C:4]2[C:8](=[C:9]([CH2:11][O:12][C:13]3[CH:18]=[CH:17][C:16]([CH2:19][CH2:20][C:21]([OH:23])=[O:22])=[C:15]([CH3:26])[C:14]=3[CH3:27])[CH:10]=1)[N:7]([CH3:28])[N:6]=[CH:5]2. (2) Given the reactants [CH3:1][O:2][C:3]1[CH:4]=[C:5]([CH:29]=[CH:30][CH:31]=1)[CH2:6][C:7]1O[C:10]([NH:12][C:13]2[CH:14]=[C:15]3[C:19](=[CH:20][CH:21]=2)[N:18](C(OC(C)(C)C)=O)[N:17]=[CH:16]3)=[N:9][N:8]=1.[NH2:32][NH2:33], predict the reaction product. The product is: [NH:18]1[C:19]2[C:15](=[CH:14][C:13]([NH:12][C:10]3[N:32]([NH2:33])[C:7]([CH2:6][C:5]4[CH:29]=[CH:30][CH:31]=[C:3]([O:2][CH3:1])[CH:4]=4)=[N:8][N:9]=3)=[CH:21][CH:20]=2)[CH:16]=[N:17]1. (3) Given the reactants [CH3:1][O:2][C:3]1[N:8]=[N:7][C:6]([C:9]([OH:11])=O)=[CH:5][CH:4]=1.Cl[C:13]([N:17](C)[CH3:18])=C(C)C.CNC, predict the reaction product. The product is: [CH3:1][O:2][C:3]1[N:8]=[N:7][C:6]([C:9]([N:17]([CH3:18])[CH3:13])=[O:11])=[CH:5][CH:4]=1. (4) Given the reactants N[C@H:2]([C:10]([OH:12])=[O:11])[CH2:3][C:4]1[CH:9]=[CH:8][CH:7]=[CH:6][CH:5]=1.S(=O)(=O)(O)[OH:14].N([O-])=O.[Na+].COC(C)(C)C, predict the reaction product. The product is: [OH:14][C@@H:2]([CH2:3][C:4]1[CH:9]=[CH:8][CH:7]=[CH:6][CH:5]=1)[C:10]([OH:12])=[O:11].